From a dataset of Forward reaction prediction with 1.9M reactions from USPTO patents (1976-2016). Predict the product of the given reaction. (1) Given the reactants [Cl:1][C:2]1[CH:3]=[C:4]([C:12]([NH:14][CH2:15][C@H:16]2[CH2:21][CH2:20][NH:19][CH2:18][C@H:17]2[O:22][CH3:23])=[O:13])[C:5]2[O:10][CH2:9][CH2:8][O:7][C:6]=2[CH:11]=1.[C:24]([OH:29])(=[O:28])[C:25]([OH:27])=[O:26], predict the reaction product. The product is: [C:24]([OH:29])(=[O:28])[C:25]([OH:27])=[O:26].[Cl:1][C:2]1[CH:3]=[C:4]([C:12]([NH:14][CH2:15][C@H:16]2[CH2:21][CH2:20][NH:19][CH2:18][C@H:17]2[O:22][CH3:23])=[O:13])[C:5]2[O:10][CH2:9][CH2:8][O:7][C:6]=2[CH:11]=1. (2) Given the reactants [Cl:1][C:2]1[CH:9]=[C:8]([N:10]([CH2:16][C:17]2[CH:22]=[CH:21][CH:20]=[CH:19][C:18]=2[Cl:23])[C@H:11]2[CH2:15][CH2:14][NH:13][CH2:12]2)[CH:7]=[CH:6][C:3]=1[C:4]#[N:5].Br[CH2:25][CH2:26][O:27][CH3:28], predict the reaction product. The product is: [Cl:1][C:2]1[CH:9]=[C:8]([N:10]([CH2:16][C:17]2[CH:22]=[CH:21][CH:20]=[CH:19][C:18]=2[Cl:23])[C@H:11]2[CH2:15][CH2:14][N:13]([CH2:25][CH2:26][O:27][CH3:28])[CH2:12]2)[CH:7]=[CH:6][C:3]=1[C:4]#[N:5].